Dataset: TCR-epitope binding with 47,182 pairs between 192 epitopes and 23,139 TCRs. Task: Binary Classification. Given a T-cell receptor sequence (or CDR3 region) and an epitope sequence, predict whether binding occurs between them. (1) The epitope is ISDYDYYRY. The TCR CDR3 sequence is CADREFMNTEAFF. Result: 0 (the TCR does not bind to the epitope). (2) The epitope is GILGFVFTL. The TCR CDR3 sequence is CSAEDGNTEAFF. Result: 0 (the TCR does not bind to the epitope). (3) The epitope is KLFIRQEEV. The TCR CDR3 sequence is CASSLATSSYEQYF. Result: 0 (the TCR does not bind to the epitope). (4) The epitope is TAFTIPSI. The TCR CDR3 sequence is CASSDIDTGELFF. Result: 0 (the TCR does not bind to the epitope).